From a dataset of Full USPTO retrosynthesis dataset with 1.9M reactions from patents (1976-2016). Predict the reactants needed to synthesize the given product. (1) Given the product [NH2:14][C@@H:15]1[CH2:20][CH2:19][C@H:18]([N:21]2[C:26](=[O:27])[C:25]3[CH:28]=[C:29]([F:32])[CH:30]=[N:31][C:24]=3[N:23]([C:33]3[CH:34]=[C:35]([C:39]4[CH:44]=[CH:43][C:42]([OH:45])=[CH:41][C:40]=4[CH2:46][N:47]4[CH2:53][CH2:52][C:51](=[O:54])[NH:50][CH2:49][CH2:48]4)[CH:36]=[CH:37][CH:38]=3)[C:22]2=[O:55])[CH2:17][CH2:16]1, predict the reactants needed to synthesize it. The reactants are: FC(F)(F)C(O)=O.C(OC(=O)[NH:14][C@H:15]1[CH2:20][CH2:19][C@@H:18]([N:21]2[C:26](=[O:27])[C:25]3[CH:28]=[C:29]([F:32])[CH:30]=[N:31][C:24]=3[N:23]([C:33]3[CH:34]=[C:35]([C:39]4[CH:44]=[CH:43][C:42]([OH:45])=[CH:41][C:40]=4[CH2:46][N:47]4[CH2:53][CH2:52][C:51](=[O:54])[NH:50][CH2:49][CH2:48]4)[CH:36]=[CH:37][CH:38]=3)[C:22]2=[O:55])[CH2:17][CH2:16]1)(C)(C)C. (2) The reactants are: [Br:1][C:2]1[N:3]=[C:4]2[C:10]([C:11]([OH:13])=O)=[CH:9][N:8]([CH2:14][O:15][CH2:16][CH2:17][Si:18]([CH3:21])([CH3:20])[CH3:19])[C:5]2=[N:6][CH:7]=1.[CH3:22][O:23][CH2:24][C@@H:25]([NH2:27])[CH3:26].CN(C(ON1N=NC2C=CC=NC1=2)=[N+](C)C)C.F[P-](F)(F)(F)(F)F.CCN(C(C)C)C(C)C. Given the product [CH3:22][O:23][CH2:24][C@@H:25]([NH:27][C:11]([C:10]1[C:4]2[C:5](=[N:6][CH:7]=[C:2]([Br:1])[N:3]=2)[N:8]([CH2:14][O:15][CH2:16][CH2:17][Si:18]([CH3:21])([CH3:20])[CH3:19])[CH:9]=1)=[O:13])[CH3:26], predict the reactants needed to synthesize it. (3) The reactants are: [N:1]([CH:4]([C:6]1[CH:11]=[CH:10][C:9]([F:12])=[CH:8][N:7]=1)[CH3:5])=[N+]=[N-]. Given the product [F:12][C:9]1[CH:10]=[CH:11][C:6]([CH:4]([NH2:1])[CH3:5])=[N:7][CH:8]=1, predict the reactants needed to synthesize it. (4) Given the product [NH2:8][C:6]1[CH:5]=[CH:4][C:3]([N:11]2[CH2:16][CH2:15][S:14](=[O:17])(=[O:18])[CH2:13][CH2:12]2)=[C:2]([F:1])[CH:7]=1, predict the reactants needed to synthesize it. The reactants are: [F:1][C:2]1[CH:7]=[C:6]([N+:8]([O-])=O)[CH:5]=[CH:4][C:3]=1[N:11]1[CH2:16][CH2:15][S:14](=[O:18])(=[O:17])[CH2:13][CH2:12]1. (5) The reactants are: [NH2:1][C:2]1[CH:3]=[C:4]2[C:8](=[CH:9][CH:10]=1)[NH:7][CH:6]=[C:5]2[C:11](=[O:19])[C:12]([N:14]([CH2:17][CH3:18])[CH2:15][CH3:16])=[O:13].[Cl:20][C:21]1[CH:34]=[CH:33][C:24]2[S:25][C:26]([S:29](Cl)(=[O:31])=[O:30])=[C:27]([CH3:28])[C:23]=2[CH:22]=1. Given the product [Cl:20][C:21]1[CH:34]=[CH:33][C:24]2[S:25][C:26]([S:29]([NH:1][C:2]3[CH:3]=[C:4]4[C:8](=[CH:9][CH:10]=3)[NH:7][CH:6]=[C:5]4[C:11](=[O:19])[C:12]([N:14]([CH2:17][CH3:18])[CH2:15][CH3:16])=[O:13])(=[O:30])=[O:31])=[C:27]([CH3:28])[C:23]=2[CH:22]=1, predict the reactants needed to synthesize it.